Dataset: CYP2D6 inhibition data for predicting drug metabolism from PubChem BioAssay. Task: Regression/Classification. Given a drug SMILES string, predict its absorption, distribution, metabolism, or excretion properties. Task type varies by dataset: regression for continuous measurements (e.g., permeability, clearance, half-life) or binary classification for categorical outcomes (e.g., BBB penetration, CYP inhibition). Dataset: cyp2d6_veith. (1) The result is 1 (inhibitor). The compound is Cc1noc(C)c1C(=O)N1CCC[C@@]2(CCN(c3cccc(-c4ccccc4)c3)C2)C1. (2) The molecule is Cc1ccc(S(=O)(=O)O[C@@H]2[C@H]([C@@H]3COC(C)(C)O3)O[C@H]3OC(C)(C)O[C@@H]32)cc1. The result is 0 (non-inhibitor). (3) The molecule is CCC(C(=O)N1CCOCC1)n1c(C(=O)OC)cc2occc21. The result is 0 (non-inhibitor). (4) The compound is CCNC(=O)C1CC(=O)OC12CCCCC2. The result is 0 (non-inhibitor). (5) The drug is Nc1ncnc2c1ncn2[C@@H]1O[C@@H](C(=O)NC2CC2)[C@H](O)[C@@H]1O. The result is 0 (non-inhibitor).